The task is: Predict the reactants needed to synthesize the given product.. This data is from Full USPTO retrosynthesis dataset with 1.9M reactions from patents (1976-2016). (1) Given the product [Cl:1][C:2]1[CH:7]=[CH:6][CH:5]=[CH:4][C:3]=1[O:8][C:14]1[C:15]([C:16]([O:18][CH2:19][CH3:20])=[O:17])=[CH:10][N:11]=[C:12]([C:21]2[CH:26]=[CH:25][C:24]([C:27]([F:29])([F:30])[F:28])=[C:23]([F:31])[CH:22]=2)[N:13]=1, predict the reactants needed to synthesize it. The reactants are: [Cl:1][C:2]1[CH:7]=[CH:6][CH:5]=[CH:4][C:3]=1[OH:8].Cl[C:10]1[C:15]([C:16]([O:18][CH2:19][CH3:20])=[O:17])=[CH:14][N:13]=[C:12]([C:21]2[CH:26]=[CH:25][C:24]([C:27]([F:30])([F:29])[F:28])=[C:23]([F:31])[CH:22]=2)[N:11]=1.C(=O)([O-])[O-].[K+].[K+]. (2) Given the product [CH3:9][O:10][C:11]1[CH:12]=[C:13]([CH:7]([CH:4]2[CH2:5][CH2:6][O:1][CH2:2][CH2:3]2)[OH:8])[CH:14]=[C:15]([O:17][CH3:18])[CH:16]=1, predict the reactants needed to synthesize it. The reactants are: [O:1]1[CH2:6][CH2:5][CH:4]([CH:7]=[O:8])[CH2:3][CH2:2]1.[CH3:9][O:10][C:11]1[CH:12]=[C:13]([Mg]Cl)[CH:14]=[C:15]([O:17][CH3:18])[CH:16]=1.Cl. (3) Given the product [CH3:8][C:9]1[CH:14]=[CH:13][C:12]([C:22]2[N:27]=[CH:26][CH:25]=[CH:24][N:23]=2)=[CH:11][C:10]=1[N+:18]([O-:20])=[O:19], predict the reactants needed to synthesize it. The reactants are: C1(C)C=CC=CC=1.[CH3:8][C:9]1[CH:14]=[CH:13][C:12](B(O)O)=[CH:11][C:10]=1[N+:18]([O-:20])=[O:19].Br[C:22]1[N:27]=[CH:26][CH:25]=[CH:24][N:23]=1.C(=O)([O-])[O-].[Na+].[Na+]. (4) Given the product [NH2:8][C:6]1[CH:5]=[CH:4][CH:3]=[C:2]([N:9]2[CH2:14][CH2:13][NH:12][CH2:11][CH2:10]2)[N:7]=1, predict the reactants needed to synthesize it. The reactants are: Cl[C:2]1[N:7]=[C:6]([NH2:8])[CH:5]=[CH:4][CH:3]=1.[NH:9]1[CH2:14][CH2:13][NH:12][CH2:11][CH2:10]1.CC(C)([O-])C.[Na+].O1CCCC1. (5) Given the product [F:6][C:7]1[CH:12]=[CH:11][CH:10]=[C:9]([N+:13]([O-:15])=[O:14])[C:8]=1[CH2:16][C:17](=[O:23])[C:18]([OH:20])=[O:19], predict the reactants needed to synthesize it. The reactants are: [Na].[O-]CC.[Na+].[F:6][C:7]1[CH:12]=[CH:11][CH:10]=[C:9]([N+:13]([O-:15])=[O:14])[C:8]=1[CH3:16].[C:17](OCC)(=[O:23])[C:18]([O:20]CC)=[O:19]. (6) Given the product [CH3:10][C:11]1[CH:16]=[C:15]([N+:17]([O-:19])=[O:18])[CH:14]=[CH:13][C:12]=1[N:20]=[C:21]1[N:5]([CH:6]([CH2:8][CH3:9])[CH3:7])[CH2:4][CH2:3][S:22]1, predict the reactants needed to synthesize it. The reactants are: [Cl-].Cl[CH2:3][CH2:4][NH2+:5][CH:6]([CH2:8][CH3:9])[CH3:7].[CH3:10][C:11]1[CH:16]=[C:15]([N+:17]([O-:19])=[O:18])[CH:14]=[CH:13][C:12]=1[N:20]=[C:21]=[S:22]. (7) Given the product [CH2:5]([O:4][C:2]([N:28]1[CH2:29][CH2:30][CH2:31][CH:25]([N:19]([CH2:18][C:17]2[CH:41]=[C:42]([C:44]([F:47])([F:46])[F:45])[CH:43]=[C:15]([C:14]([F:13])([F:49])[F:48])[CH:16]=2)[C:20]2[NH:24][N:23]=[N:22][N:21]=2)[C:26]2[CH:35]=[C:34]([CH3:36])[C:33]([C:37]([F:39])([F:38])[F:40])=[CH:32][C:27]1=2)=[O:3])[CH3:6], predict the reactants needed to synthesize it. The reactants are: Cl[C:2]([O:4][CH2:5][CH3:6])=[O:3].N1C=CC=CC=1.[F:13][C:14]([F:49])([F:48])[C:15]1[CH:16]=[C:17]([CH:41]=[C:42]([C:44]([F:47])([F:46])[F:45])[CH:43]=1)[CH2:18][N:19]([CH:25]1[CH2:31][CH2:30][CH2:29][NH:28][C:27]2[CH:32]=[C:33]([C:37]([F:40])([F:39])[F:38])[C:34]([CH3:36])=[CH:35][C:26]1=2)[C:20]1[NH:24][N:23]=[N:22][N:21]=1. (8) Given the product [NH2:1][C:2]1[C:7]([C:8]2[CH:13]=[C:12]([Cl:14])[CH:11]=[C:10]([Cl:15])[C:9]=2[Cl:16])=[N:6][CH:5]=[C:4]([NH2:17])[N:3]=1, predict the reactants needed to synthesize it. The reactants are: [NH2:1][C:2]1[C:7]([C:8]2[CH:13]=[C:12]([Cl:14])[CH:11]=[C:10]([Cl:15])[C:9]=2[Cl:16])=[N:6][CH:5]=[C:4]([NH:17]C(=O)C)[N:3]=1.N. (9) Given the product [F:36][C:35]1[C:30]([O:14][C:13]([C:6]2[N:5]([CH2:4][CH:1]3[CH2:2][CH2:3]3)[CH:9]=[C:8]([N+:10]([O-:12])=[O:11])[CH:7]=2)=[O:15])=[C:31]([F:40])[C:32]([F:39])=[C:33]([F:38])[C:34]=1[F:37], predict the reactants needed to synthesize it. The reactants are: [CH:1]1([CH2:4][N:5]2[CH:9]=[C:8]([N+:10]([O-:12])=[O:11])[CH:7]=[C:6]2[C:13]([OH:15])=[O:14])[CH2:3][CH2:2]1.C(N(CC)C(C)C)(C)C.FC(F)(F)C(O[C:30]1[C:35]([F:36])=[C:34]([F:37])[C:33]([F:38])=[C:32]([F:39])[C:31]=1[F:40])=O. (10) The reactants are: I[C:2]1[CH:3]=[N:4][NH:5][CH:6]=1.[C:7]([C:9]([C:17]#[N:18])=[C:10]([CH3:16])[C:11]([O:13][CH2:14][CH3:15])=[O:12])#[N:8].[CH2:19]1COCC1. Given the product [C:7]([CH:9]([C:17]#[N:18])[C:10]([CH3:16])([C:2]1[CH:3]=[N:4][N:5]([CH3:19])[CH:6]=1)[C:11]([O:13][CH2:14][CH3:15])=[O:12])#[N:8], predict the reactants needed to synthesize it.